From a dataset of Reaction yield outcomes from USPTO patents with 853,638 reactions. Predict the reaction yield, written as a fraction of the theoretical maximum amount of product (1.0 means a 100% yield; for example, 0.34 means a 34% yield). (1) The reactants are Cl.Cl.[NH:3]1[CH2:6][CH:5]([C:7]2[C:8]([O:28][CH3:29])=[C:9]([CH:15]([N:17]3[C:21]4=[N:22][CH:23]=[N:24][C:25]([NH2:26])=[C:20]4[C:19]([CH3:27])=[N:18]3)[CH3:16])[CH:10]=[C:11]([Cl:14])[C:12]=2[CH3:13])[CH2:4]1.[C:30]1(=[CH:34][C:35]#[N:36])[CH2:33][CH2:32][CH2:31]1.N12CCCN=C1CCCCC2. The catalyst is C(#N)C. The product is [NH2:26][C:25]1[N:24]=[CH:23][N:22]=[C:21]2[N:17]([CH:15]([C:9]3[C:8]([O:28][CH3:29])=[C:7]([CH:5]4[CH2:4][N:3]([C:30]5([CH2:34][C:35]#[N:36])[CH2:33][CH2:32][CH2:31]5)[CH2:6]4)[C:12]([CH3:13])=[C:11]([Cl:14])[CH:10]=3)[CH3:16])[N:18]=[C:19]([CH3:27])[C:20]=12. The yield is 0.410. (2) The reactants are [Cl:1][C:2]1[CH:26]=[CH:25][C:5]([CH2:6][N:7]2[C:12](=[O:13])[C:11]([O:14][CH3:15])=[N:10][N:9]([C:16]3[CH:21]=[CH:20][CH:19]=[CH:18][C:17]=3[CH2:22]Br)[C:8]2=[O:24])=[CH:4][CH:3]=1.[C-:27]#[N:28].[K+]. The catalyst is CN(C=O)C. The product is [Cl:1][C:2]1[CH:26]=[CH:25][C:5]([CH2:6][N:7]2[C:12](=[O:13])[C:11]([O:14][CH3:15])=[N:10][N:9]([C:16]3[CH:21]=[CH:20][CH:19]=[CH:18][C:17]=3[CH2:22][C:27]#[N:28])[C:8]2=[O:24])=[CH:4][CH:3]=1. The yield is 0.810. (3) The reactants are [CH2:1]([NH:3][C:4]([N:6]1[C:14]2[C:9](=[CH:10][C:11]([O:15][C:16]3[CH:21]=[CH:20][N:19]=[C:18]([NH:22][C:23]([NH:25][CH2:26][C:27](O)=[O:28])=[O:24])[CH:17]=3)=[CH:12][CH:13]=2)[CH:8]=[CH:7]1)=[O:5])[CH3:2].Cl.[OH:31][C:32]1([CH3:38])[CH2:37][CH2:36][NH:35][CH2:34][CH2:33]1. No catalyst specified. The product is [CH2:1]([NH:3][C:4]([N:6]1[C:14]2[C:9](=[CH:10][C:11]([O:15][C:16]3[CH:21]=[CH:20][N:19]=[C:18]([NH:22][C:23]([NH:25][CH2:26][C:27]([N:35]4[CH2:36][CH2:37][C:32]([OH:31])([CH3:38])[CH2:33][CH2:34]4)=[O:28])=[O:24])[CH:17]=3)=[CH:12][CH:13]=2)[CH:8]=[CH:7]1)=[O:5])[CH3:2]. The yield is 0.220. (4) The catalyst is C1COCC1. The yield is 0.990. The reactants are [CH3:1][C:2]1[CH:7]=[CH:6][C:5]([SH:8])=[CH:4][CH:3]=1.[H-].[Na+].[CH2:11]([O:13][C:14](=[O:17])[CH2:15]Br)[CH3:12]. The product is [CH2:11]([O:13][C:14](=[O:17])[CH2:15][S:8][C:5]1[CH:6]=[CH:7][C:2]([CH3:1])=[CH:3][CH:4]=1)[CH3:12]. (5) The reactants are [C:1](=O)([O-])[O-].[K+].[K+].[CH3:7][O:8][C:9](=[O:30])[C:10]1[CH:15]=[CH:14][C:13]([OH:16])=[C:12]([NH:17][S:18]([C:21]2[CH:26]=[C:25]([Cl:27])[CH:24]=[CH:23][C:22]=2[O:28][CH3:29])(=[O:20])=[O:19])[CH:11]=1.BrCBr. The catalyst is CN(C)C=O. The product is [CH3:7][O:8][C:9]([C:10]1[CH:15]=[CH:14][C:13]2[O:16][CH2:1][N:17]([S:18]([C:21]3[CH:26]=[C:25]([Cl:27])[CH:24]=[CH:23][C:22]=3[O:28][CH3:29])(=[O:19])=[O:20])[C:12]=2[CH:11]=1)=[O:30]. The yield is 0.990. (6) The reactants are [S:1]1[C:5]2[CH2:6][CH2:7][CH2:8][CH2:9][C:4]=2[N:3]=[C:2]1[C:10]1[C:14]([C:15]([O:17]CC)=[O:16])=[CH:13][N:12]([CH2:20][O:21][CH2:22][CH2:23][Si:24]([CH3:27])([CH3:26])[CH3:25])[N:11]=1.[OH-].[Na+].Cl. The catalyst is O1CCOCC1.O.C(OCC)(=O)C. The product is [S:1]1[C:5]2[CH2:6][CH2:7][CH2:8][CH2:9][C:4]=2[N:3]=[C:2]1[C:10]1[C:14]([C:15]([OH:17])=[O:16])=[CH:13][N:12]([CH2:20][O:21][CH2:22][CH2:23][Si:24]([CH3:27])([CH3:26])[CH3:25])[N:11]=1. The yield is 0.840. (7) The catalyst is C(O)CCC. The reactants are Cl[C:2]1[C:7]([C:8]([O:10][CH2:11][CH3:12])=[O:9])=[CH:6][N:5]=[C:4]2[N:13]([CH2:16][C:17]3[CH:22]=[CH:21][C:20]([O:23][CH3:24])=[CH:19][CH:18]=3)[N:14]=[CH:15][C:3]=12.[NH:25]1[CH2:30][CH2:29][CH2:28][C@H:27]([NH:31][C:32](=[O:38])[O:33][C:34]([CH3:37])([CH3:36])[CH3:35])[CH2:26]1.CCN(C(C)C)C(C)C. The yield is 0.860. The product is [C:34]([O:33][C:32]([NH:31][C@H:27]1[CH2:28][CH2:29][CH2:30][N:25]([C:2]2[C:7]([C:8]([O:10][CH2:11][CH3:12])=[O:9])=[CH:6][N:5]=[C:4]3[N:13]([CH2:16][C:17]4[CH:22]=[CH:21][C:20]([O:23][CH3:24])=[CH:19][CH:18]=4)[N:14]=[CH:15][C:3]=23)[CH2:26]1)=[O:38])([CH3:37])([CH3:35])[CH3:36]. (8) The reactants are C[CH:2]([CH:6]([C:26]1[CH:30]=[CH:29][N:28]([CH:31]([CH3:33])[CH3:32])[N:27]=1)[N:7]1[CH2:13][CH2:12][CH2:11][N:10]([C:14]2[C:15]([O:24][CH3:25])=[CH:16][CH:17]=[C:18]3[C:23]=2[N:22]=[CH:21][CH:20]=[CH:19]3)[CH2:9][CH2:8]1)[C:3]([OH:5])=[O:4].C1COCC1.[OH-].[Na+].Cl. The catalyst is CO. The product is [CH:31]([N:28]1[CH:29]=[CH:30][C:26]([CH:6]([N:7]2[CH2:13][CH2:12][CH2:11][N:10]([C:14]3[C:15]([O:24][CH3:25])=[CH:16][CH:17]=[C:18]4[C:23]=3[N:22]=[CH:21][CH:20]=[CH:19]4)[CH2:9][CH2:8]2)[CH2:2][C:3]([OH:5])=[O:4])=[N:27]1)([CH3:32])[CH3:33]. The yield is 0.820. (9) The product is [CH3:13][C:11]1[CH:12]=[C:7]([C:4]2[CH:5]=[N:6][NH:2][C:3]=2[NH2:17])[CH:8]=[C:9]([CH3:14])[N:10]=1. The catalyst is C(O)C. The yield is 0.390. The reactants are C[N:2](C)[CH:3]=[C:4]([C:7]1[CH:12]=[C:11]([CH3:13])[N:10]=[C:9]([CH3:14])[CH:8]=1)[C:5]#[N:6].O.[NH2:17]N.